Task: Predict the reactants needed to synthesize the given product.. Dataset: Full USPTO retrosynthesis dataset with 1.9M reactions from patents (1976-2016) (1) The reactants are: [OH-].[Na+].[CH3:3][CH:4]1[N:10]2[C:11]3[CH:12]=[C:13]([C:18]([O:20]CC)=[O:19])[CH:14]=[CH:15][C:16]=3[CH:17]=[C:9]2[C:8](=[O:23])[NH:7][CH2:6][CH2:5]1.Cl. Given the product [CH3:3][CH:4]1[N:10]2[C:11]3[CH:12]=[C:13]([C:18]([OH:20])=[O:19])[CH:14]=[CH:15][C:16]=3[CH:17]=[C:9]2[C:8](=[O:23])[NH:7][CH2:6][CH2:5]1, predict the reactants needed to synthesize it. (2) Given the product [Br:1][C:2]1[C:3]([NH:9][CH2:10][CH:11]([CH3:13])[CH3:12])=[N:4][C:5]([C:14]#[N:15])=[N:6][CH:7]=1, predict the reactants needed to synthesize it. The reactants are: [Br:1][C:2]1[C:3]([NH:9][CH2:10][CH:11]([CH3:13])[CH3:12])=[N:4][C:5](Cl)=[N:6][CH:7]=1.[C-:14]#[N:15].[K+].C1(C)C=CC(S(O)(=O)=O)=CC=1.[Na].CCCCCC. (3) Given the product [CH3:27][O:26][C:18]1[CH:17]=[C:16]([CH2:15][NH:14][CH:11]2[CH2:10][CH2:9][NH:8][CH2:13][CH2:12]2)[CH:21]=[C:20]([N+:22]([O-:24])=[O:23])[C:19]=1[OH:25], predict the reactants needed to synthesize it. The reactants are: C(OC([N:8]1[CH2:13][CH2:12][CH:11]([NH:14][CH2:15][C:16]2[CH:21]=[C:20]([N+:22]([O-:24])=[O:23])[C:19]([OH:25])=[C:18]([O:26][CH3:27])[CH:17]=2)[CH2:10][CH2:9]1)=O)(C)(C)C.Cl. (4) Given the product [CH2:1]([N:8]1[C:13]2[CH:14]=[C:15]([Cl:20])[C:16]([CH:18]([OH:19])[CH3:39])=[CH:17][C:12]=2[O:11][CH:10]([C:21]([N:23]2[CH2:24][CH2:25][C:26]([CH2:31][C:32]3[CH:33]=[CH:34][C:35]([F:38])=[CH:36][CH:37]=3)([C:29]#[N:30])[CH2:27][CH2:28]2)=[O:22])[CH2:9]1)[C:2]1[CH:7]=[CH:6][CH:5]=[CH:4][CH:3]=1, predict the reactants needed to synthesize it. The reactants are: [CH2:1]([N:8]1[C:13]2[CH:14]=[C:15]([Cl:20])[C:16]([CH:18]=[O:19])=[CH:17][C:12]=2[O:11][CH:10]([C:21]([N:23]2[CH2:28][CH2:27][C:26]([CH2:31][C:32]3[CH:37]=[CH:36][C:35]([F:38])=[CH:34][CH:33]=3)([C:29]#[N:30])[CH2:25][CH2:24]2)=[O:22])[CH2:9]1)[C:2]1[CH:7]=[CH:6][CH:5]=[CH:4][CH:3]=1.[CH3:39][Mg+].[Br-]. (5) The reactants are: [H-].[Na+].[NH:3]1[C:11]2[C:6](=[CH:7][CH:8]=[CH:9][CH:10]=2)[C:5](C=O)=[CH:4]1.[Br:14][CH2:15][CH2:16][CH2:17]Br.Cl.CN([CH:23]=[O:24])C. Given the product [Br:14][CH2:15][CH2:16][CH2:17][N:3]1[C:11]2[C:6](=[CH:7][C:8]([CH:23]=[O:24])=[CH:9][CH:10]=2)[CH:5]=[CH:4]1, predict the reactants needed to synthesize it.